Dataset: Full USPTO retrosynthesis dataset with 1.9M reactions from patents (1976-2016). Task: Predict the reactants needed to synthesize the given product. (1) Given the product [CH2:1]([C:3]1[C:4]([F:14])=[CH:5][N:6]=[C:7]2[C:12]=1[N:11]=[C:10]([O:13][CH2:19][CH:18]=[CH2:17])[CH:9]=[CH:8]2)[CH3:2], predict the reactants needed to synthesize it. The reactants are: [CH2:1]([C:3]1[C:4]([F:14])=[CH:5][N:6]=[C:7]2[C:12]=1[NH:11][C:10](=[O:13])[CH:9]=[CH:8]2)[CH3:2].[H-].[Na+].[CH2:17](I)[CH:18]=[CH2:19].O. (2) Given the product [C:10]1([C:9]2[S:8][C:3]3[CH:4]=[CH:5][CH:6]=[CH:7][C:2]=3[N:1]=2)[CH:15]=[CH:14][CH:13]=[CH:12][CH:11]=1, predict the reactants needed to synthesize it. The reactants are: [NH2:1][C:2]1[CH:7]=[CH:6][CH:5]=[CH:4][C:3]=1[SH:8].[CH:9](=O)[C:10]1[CH:15]=[CH:14][CH:13]=[CH:12][CH:11]=1. (3) Given the product [C:3]([C:5]1[CH:10]=[CH:9][CH:8]=[CH:7][C:6]=1[NH:11][C:12](=[O:24])/[CH:13]=[CH:14]/[C:15]1[CH:20]=[CH:19][CH:18]=[C:17]([N+:21]([O-:23])=[O:22])[CH:16]=1)([OH:4])=[O:2], predict the reactants needed to synthesize it. The reactants are: C[O:2][C:3]([C:5]1[CH:10]=[CH:9][CH:8]=[CH:7][C:6]=1[NH:11][C:12](=[O:24])/[CH:13]=[CH:14]/[C:15]1[CH:20]=[CH:19][CH:18]=[C:17]([N+:21]([O-:23])=[O:22])[CH:16]=1)=[O:4].[OH-].[Na+]. (4) Given the product [CH3:1][S:2]([C:3]1[N:8]=[C:7]([NH:9][C:10]2[S:11][C:12]3[CH:18]=[C:17]([N+:19]([O-:21])=[O:20])[CH:16]=[CH:15][C:13]=3[N:14]=2)[CH:6]=[C:5]([CH2:22][N:23]2[CH2:28][CH2:27][O:26][CH2:25][CH2:24]2)[N:4]=1)=[O:29], predict the reactants needed to synthesize it. The reactants are: [CH3:1][S:2][C:3]1[N:8]=[C:7]([NH:9][C:10]2[S:11][C:12]3[CH:18]=[C:17]([N+:19]([O-:21])=[O:20])[CH:16]=[CH:15][C:13]=3[N:14]=2)[CH:6]=[C:5]([CH2:22][N:23]2[CH2:28][CH2:27][O:26][CH2:25][CH2:24]2)[N:4]=1.[OH:29]OS([O-])=O.[K+].ClCCl.O. (5) Given the product [C:13]([C:10]1[CH:11]=[CH:12][C:5]2[O:4][C:3]([CH:2]([NH:21][C:22]3[CH:31]=[CH:30][C:25]([C:26]([OH:28])=[O:27])=[CH:24][CH:23]=3)[CH:15]3[CH2:20][CH2:19][CH2:18][CH2:17][CH2:16]3)=[C:7]([CH3:8])[C:6]=2[CH:9]=1)#[N:14], predict the reactants needed to synthesize it. The reactants are: Cl[CH:2]([CH:15]1[CH2:20][CH2:19][CH2:18][CH2:17][CH2:16]1)[C:3]1[O:4][C:5]2[CH:12]=[CH:11][C:10]([C:13]#[N:14])=[CH:9][C:6]=2[C:7]=1[CH3:8].[NH2:21][C:22]1[CH:31]=[CH:30][C:25]([C:26]([O:28]C)=[O:27])=[CH:24][CH:23]=1.[I-].[Na+].C(=O)([O-])[O-].[Na+].[Na+].Cl.[OH-].[Li+]. (6) Given the product [CH2:1]([O:4][C:5](=[O:35])[C@@H:6]([NH:7][C:8]([O:10][C:11]([CH3:14])([CH3:13])[CH3:12])=[O:9])[CH2:15][C:16]1[CH:21]=[CH:20][C:19]([O:22][C:23]([NH:46][C@H:45]([C:47]([OH:49])=[O:48])[CH2:44][NH:43][C:41]([O:40][C:36]([CH3:39])([CH3:37])[CH3:38])=[O:42])=[O:24])=[CH:18][CH:17]=1)[CH:2]=[CH2:3], predict the reactants needed to synthesize it. The reactants are: [CH2:1]([O:4][C:5](=[O:35])[C@H:6]([CH2:15][C:16]1[CH:21]=[CH:20][C:19]([O:22][C:23](OC2C=CC([N+]([O-])=O)=CC=2)=[O:24])=[CH:18][CH:17]=1)[NH:7][C:8]([O:10][C:11]([CH3:14])([CH3:13])[CH3:12])=[O:9])[CH:2]=[CH2:3].[C:36]([O:40][C:41]([NH:43][CH2:44][C@@H:45]([C:47]([OH:49])=[O:48])[NH2:46])=[O:42])([CH3:39])([CH3:38])[CH3:37]. (7) The reactants are: C([N:8]1[CH2:14][CH2:13][CH:12]([OH:15])[C:11]([NH:17][C:18](=[O:23])[C:19]([F:22])([F:21])[F:20])([CH3:16])[CH2:10][CH2:9]1)C1C=CC=CC=1.Cl. Given the product [F:22][C:19]([F:20])([F:21])[C:18]([NH:17][C:11]1([CH3:16])[CH:12]([OH:15])[CH2:13][CH2:14][NH:8][CH2:9][CH2:10]1)=[O:23], predict the reactants needed to synthesize it. (8) The reactants are: [OH2:1].[OH-].[Li+].[CH3:4][O:5][C:6]1[N:11]=[N:10][C:9]([C:12]2[N:16]([C:17]3[CH:18]=[N:19][CH:20]=[CH:21][CH:22]=3)[N:15]=[C:14]([C:23]([O:25][CH3:26])=[O:24])[CH:13]=2)=[CH:8][CH:7]=1.CO.Cl. Given the product [OH:1][C:12]1([C:9]2[N:10]=[N:11][C:6]([O:5][CH3:4])=[CH:7][CH:8]=2)[N:16]([C:17]2[CH:18]=[N:19][CH:20]=[CH:21][CH:22]=2)[N:15]=[C:14]([C:23]([O:25][CH3:26])=[O:24])[CH2:13]1, predict the reactants needed to synthesize it. (9) Given the product [F:8][C:9]1[CH:14]=[CH:13][C:12]([C:2]2[CH:7]=[CH:6][CH:5]=[CH:4][N:3]=2)=[CH:11][C:10]=1[CH:18]=[O:19], predict the reactants needed to synthesize it. The reactants are: Br[C:2]1[CH:7]=[CH:6][CH:5]=[CH:4][N:3]=1.[F:8][C:9]1[CH:14]=[CH:13][C:12](B(O)O)=[CH:11][C:10]=1[CH:18]=[O:19].